From a dataset of Reaction yield outcomes from USPTO patents with 853,638 reactions. Predict the reaction yield, written as a fraction of the theoretical maximum amount of product (1.0 means a 100% yield; for example, 0.34 means a 34% yield). (1) The reactants are [CH2:1]([NH:5][C:6]1[C:7]2[N:8]([C:18]([C:21]3[CH:28]=[CH:27][C:24]([CH:25]=O)=[CH:23][CH:22]=3)=[CH:19][N:20]=2)[N:9]=[C:10]([C:12]2[CH:17]=[CH:16][N:15]=[CH:14][CH:13]=2)[CH:11]=1)[CH:2]([CH3:4])[CH3:3].[S].[CH:30]1([NH2:33])[CH2:32][CH2:31]1.C[S:35](C)=O. No catalyst specified. The product is [CH:30]1([NH:33][C:25]([C:24]2[CH:27]=[CH:28][C:21]([C:18]3[N:8]4[N:9]=[C:10]([C:12]5[CH:17]=[CH:16][N:15]=[CH:14][CH:13]=5)[CH:11]=[C:6]([NH:5][CH2:1][CH:2]([CH3:4])[CH3:3])[C:7]4=[N:20][CH:19]=3)=[CH:22][CH:23]=2)=[S:35])[CH2:32][CH2:31]1. The yield is 0.100. (2) The reactants are [CH:1]([O:14][C:15]([C:17]1([O:20]/[N:21]=[C:22](/[C:26]2[N:27]=[C:28]([NH:31][C:32]([O:34][C:35]([CH3:38])([CH3:37])[CH3:36])=[O:33])[S:29][CH:30]=2)\[C:23](O)=[O:24])[CH2:19][CH2:18]1)=[O:16])([C:8]1[CH:13]=[CH:12][CH:11]=[CH:10][CH:9]=1)[C:2]1[CH:7]=[CH:6][CH:5]=[CH:4][CH:3]=1.CCN(C(C)C)C(C)C.CN(C(ON1N=NC2C=CC=NC1=2)=[N+](C)C)C.F[P-](F)(F)(F)(F)F.[NH2:72][C@H:73]1[C@@H:76]([CH2:77][N:78]2[N:82]=[C:81]([CH2:83][OH:84])[CH:80]=[N:79]2)[NH:75][C:74]1=[O:85]. The catalyst is C(Cl)Cl.CN(C=O)C. The product is [C:35]([O:34][C:32]([NH:31][C:28]1[S:29][CH:30]=[C:26](/[C:22](=[N:21]/[O:20][C:17]2([C:15]([O:14][CH:1]([C:2]3[CH:3]=[CH:4][CH:5]=[CH:6][CH:7]=3)[C:8]3[CH:9]=[CH:10][CH:11]=[CH:12][CH:13]=3)=[O:16])[CH2:18][CH2:19]2)/[C:23]([NH:72][C@@H:73]2[C:74](=[O:85])[NH:75][C@@H:76]2[CH2:77][N:78]2[N:82]=[C:81]([CH2:83][OH:84])[CH:80]=[N:79]2)=[O:24])[N:27]=1)=[O:33])([CH3:37])([CH3:36])[CH3:38]. The yield is 0.750. (3) The reactants are [CH2:1]([O:8][C:9]1[CH:17]=[C:16]([O:18][CH2:19][C:20]2[CH:25]=[CH:24][CH:23]=[CH:22][CH:21]=2)[C:15]([C:26]([CH3:28])=[CH2:27])=[CH:14][C:10]=1[C:11]([OH:13])=O)[C:2]1[CH:7]=[CH:6][CH:5]=[CH:4][CH:3]=1.Br.[OH:30][C:31]1[CH:39]=[CH:38][CH:37]=[C:36]2[C:32]=1[CH2:33][NH:34][CH2:35]2.Cl.C(N=C=NCCCN(C)C)C.ON1C2C=CC=CC=2N=N1.C(N(CC)CC)C. The catalyst is CN(C)C=O. The product is [CH2:1]([O:8][C:9]1[CH:17]=[C:16]([O:18][CH2:19][C:20]2[CH:21]=[CH:22][CH:23]=[CH:24][CH:25]=2)[C:15]([C:26]([CH3:28])=[CH2:27])=[CH:14][C:10]=1[C:11]([N:34]1[CH2:33][C:32]2[C:36](=[CH:37][CH:38]=[CH:39][C:31]=2[OH:30])[CH2:35]1)=[O:13])[C:2]1[CH:7]=[CH:6][CH:5]=[CH:4][CH:3]=1. The yield is 0.960. (4) The reactants are [NH2:1][C:2]1[C:7]2[C:8](=[O:20])[N:9]([C:13]3[CH:18]=[CH:17][C:16](Br)=[CH:15][CH:14]=3)[CH2:10][CH2:11][O:12][C:6]=2[N:5]=[CH:4][N:3]=1.[Cl:21][C:22]1[CH:23]=[C:24]([CH:31]=[CH:32][C:33]=1B1OC(C)(C)C(C)(C)O1)[CH2:25][NH:26][S:27]([CH3:30])(=[O:29])=[O:28].P([O-])([O-])([O-])=O.[K+].[K+].[K+].CO. The catalyst is COCCOC.Cl[Pd]Cl.C1(P(C2C=CC=CC=2)[C-]2C=CC=C2)C=CC=CC=1.[C-]1(P(C2C=CC=CC=2)C2C=CC=CC=2)C=CC=C1.[Fe+2].O. The product is [NH2:1][C:2]1[C:7]2[C:8](=[O:20])[N:9]([C:13]3[CH:18]=[CH:17][C:16]([C:33]4[CH:32]=[CH:31][C:24]([CH2:25][NH:26][S:27]([CH3:30])(=[O:29])=[O:28])=[CH:23][C:22]=4[Cl:21])=[CH:15][CH:14]=3)[CH2:10][CH2:11][O:12][C:6]=2[N:5]=[CH:4][N:3]=1. The yield is 0.177. (5) The product is [CH3:1][O:2][CH2:3][CH2:4][CH2:5][CH2:6][CH2:7][CH2:8][CH2:9][CH2:10][CH:11]=[O:12]. The reactants are [CH3:1][O:2][CH2:3][CH2:4][CH2:5][CH2:6][CH2:7][CH2:8][CH2:9][CH2:10][CH2:11][OH:12].C([O-])(=O)C.[Na+].[Cr](O[Cr]([O-])(=O)=O)([O-])(=O)=O.[NH+]1C=CC=CC=1.[NH+]1C=CC=CC=1. The catalyst is ClCCl. The yield is 0.544. (6) The reactants are [C:1]([O:5][C:6]([NH:8][CH2:9][C:10]1[S:11][CH:12]=[C:13]([C:15]([NH:17][C:18]([CH3:24])([CH3:23])[C:19]([O:21]C)=[O:20])=[O:16])[N:14]=1)=[O:7])([CH3:4])([CH3:3])[CH3:2].O.[OH-].[Li+]. The catalyst is CO.O. The product is [C:1]([O:5][C:6]([NH:8][CH2:9][C:10]1[S:11][CH:12]=[C:13]([C:15]([NH:17][C:18]([CH3:24])([CH3:23])[C:19]([OH:21])=[O:20])=[O:16])[N:14]=1)=[O:7])([CH3:4])([CH3:2])[CH3:3]. The yield is 1.00.